This data is from Catalyst prediction with 721,799 reactions and 888 catalyst types from USPTO. The task is: Predict which catalyst facilitates the given reaction. (1) Reactant: [CH2:1]([O:8][CH2:9][CH2:10][CH2:11][C@H:12]([C:21](=[N:33][O:34]C)[C:22]#[C:23][C:24]1[S:28][C:27]([CH2:29][CH:30]([CH3:32])[CH3:31])=[N:26][CH:25]=1)[CH2:13][C:14]([O:16][C:17]([CH3:20])([CH3:19])[CH3:18])=[O:15])[C:2]1[CH:7]=[CH:6][CH:5]=[CH:4][CH:3]=1.[I:36]Cl.S([O-])([O-])=O.[Na+].[Na+]. Product: [CH2:1]([O:8][CH2:9][CH2:10][CH2:11][C@H:12]([C:21]1[C:22]([I:36])=[C:23]([C:24]2[S:28][C:27]([CH2:29][CH:30]([CH3:32])[CH3:31])=[N:26][CH:25]=2)[O:34][N:33]=1)[CH2:13][C:14]([O:16][C:17]([CH3:20])([CH3:19])[CH3:18])=[O:15])[C:2]1[CH:7]=[CH:6][CH:5]=[CH:4][CH:3]=1. The catalyst class is: 4. (2) Reactant: [Br:1][C:2]1[CH:10]=[CH:9][C:5]([C:6]([OH:8])=O)=[CH:4][CH:3]=1.Cl.[C:12]1([CH:18]2[CH2:23][CH2:22][CH2:21][NH:20][CH2:19]2)[CH:17]=[CH:16][CH:15]=[CH:14][CH:13]=1.C(Cl)CCl.C1C=CC2N(O)N=NC=2C=1.CCN(C(C)C)C(C)C. Product: [Br:1][C:2]1[CH:3]=[CH:4][C:5]([C:6]([N:20]2[CH2:21][CH2:22][CH2:23][CH:18]([C:12]3[CH:17]=[CH:16][CH:15]=[CH:14][CH:13]=3)[CH2:19]2)=[O:8])=[CH:9][CH:10]=1. The catalyst class is: 18. (3) Reactant: [CH2:1]=[CH:2][CH2:3][CH2:4][CH2:5][CH2:6]CC.C=CCCCC.CCCC(C)C.F[C:22]1[C:31](F)=C(F)C2[C:24](=[C:25](F)[C:26](F)=[C:27](F)[C:28]=2F)[C:23]=1[B-]([C:23]1[C:22]2[C:27](=[C:28](F)C(F)=C(F)[C:31]=2F)[C:26](F)=[C:25](F)[C:24]=1F)([C:23]1[C:22]2[C:27](=[C:28](F)C(F)=C(F)[C:31]=2F)[C:26](F)=[C:25](F)[C:24]=1F)[C:23]1[C:22]2[C:27](=[C:28](F)C(F)=C(F)[C:31]=2F)[C:26](F)=[C:25](F)[C:24]=1F.C[NH+](C)C1C=CC=CC=1. Product: [CH2:1]=[CH:2][CH2:3][CH2:4][CH2:5][CH3:6].[CH2:31]=[CH:22][CH2:23][CH2:24][CH2:25][CH2:26][CH2:27][CH3:28]. The catalyst class is: 11. (4) Reactant: [NH2:1][C:2]1[S:6][C:5]([C:7]2[N:11]([CH3:12])[N:10]=[C:9]([C:13]([F:16])([F:15])[F:14])[CH:8]=2)=[N:4][CH:3]=1.[Cl:17][C:18]1[CH:26]=[CH:25][CH:24]=[CH:23][C:19]=1[C:20](Cl)=[O:21].CCN(C(C)C)C(C)C. Product: [Cl:17][C:18]1[CH:26]=[CH:25][CH:24]=[CH:23][C:19]=1[C:20]([NH:1][C:2]1[S:6][C:5]([C:7]2[N:11]([CH3:12])[N:10]=[C:9]([C:13]([F:16])([F:15])[F:14])[CH:8]=2)=[N:4][CH:3]=1)=[O:21]. The catalyst class is: 64. (5) Reactant: [C:1]([C:3]1([C:9]([O:11][CH2:12][CH3:13])=[O:10])[CH2:8][CH2:7][O:6][CH2:5][CH2:4]1)#[N:2]. Product: [NH2:2][CH2:1][C:3]1([C:9]([O:11][CH2:12][CH3:13])=[O:10])[CH2:8][CH2:7][O:6][CH2:5][CH2:4]1. The catalyst class is: 181. (6) Reactant: [C:1]1([S:7]([C:10]2[CH:19]=[C:18]3[C:13]([CH2:14][CH2:15][C@H:16]([CH2:20][NH:21][C:22](=[O:32])[CH2:23][O:24]CC4C=CC=CC=4)[O:17]3)=[CH:12][CH:11]=2)(=[O:9])=[O:8])[CH:6]=[CH:5][CH:4]=[CH:3][CH:2]=1.[H][H]. Product: [C:1]1([S:7]([C:10]2[CH:19]=[C:18]3[C:13]([CH2:14][CH2:15][C@H:16]([CH2:20][NH:21][C:22](=[O:32])[CH2:23][OH:24])[O:17]3)=[CH:12][CH:11]=2)(=[O:8])=[O:9])[CH:6]=[CH:5][CH:4]=[CH:3][CH:2]=1. The catalyst class is: 5.